This data is from Full USPTO retrosynthesis dataset with 1.9M reactions from patents (1976-2016). The task is: Predict the reactants needed to synthesize the given product. (1) Given the product [NH2:1][C:2]1[C:16]([F:17])=[CH:15][C:5]([C:6]([NH:8][CH2:9][CH2:10][N:11]2[CH2:14][CH2:20][CH2:13][CH2:12]2)=[O:7])=[C:4]([F:18])[CH:3]=1, predict the reactants needed to synthesize it. The reactants are: [NH2:1][C:2]1[C:16]([F:17])=[CH:15][C:5]([C:6]([NH:8][C@@H:9]2[CH2:13][CH2:12][N:11]([CH3:14])[CH2:10]2)=[O:7])=[C:4]([F:18])[CH:3]=1.N1(CCN)CCC[CH2:20]1. (2) Given the product [Br:1][C:8]1[C:7]2[N:6]=[C:5]([C:4]([F:3])([F:16])[F:17])[CH:14]=[CH:13][C:12]=2[C:11](=[O:15])[NH:10][CH:9]=1, predict the reactants needed to synthesize it. The reactants are: [Br:1]Br.[F:3][C:4]([F:17])([F:16])[C:5]1[CH:14]=[CH:13][C:12]2[C:11](=[O:15])[NH:10][CH:9]=[CH:8][C:7]=2[N:6]=1.O.